From a dataset of Full USPTO retrosynthesis dataset with 1.9M reactions from patents (1976-2016). Predict the reactants needed to synthesize the given product. (1) Given the product [CH3:16][C:17]1[CH:22]=[C:21]([CH3:23])[CH:20]=[CH:19][C:18]=1[O:24][C:2]1[C:11]2[C:6](=[CH:7][C:8]([O:14][CH3:15])=[C:9]([O:12][CH3:13])[CH:10]=2)[N:5]=[CH:4][CH:3]=1, predict the reactants needed to synthesize it. The reactants are: Cl[C:2]1[C:11]2[C:6](=[CH:7][C:8]([O:14][CH3:15])=[C:9]([O:12][CH3:13])[CH:10]=2)[N:5]=[CH:4][CH:3]=1.[CH3:16][C:17]1[CH:22]=[C:21]([CH3:23])[CH:20]=[CH:19][C:18]=1[OH:24].[OH-].[Na+]. (2) Given the product [Br:13][C:14]1[CH:15]=[CH:16][C:17]([F:22])=[C:18]([CH2:19][C:10]2[S:9][C:8]([C:4]3[CH:5]=[CH:6][CH:7]=[C:2]([F:1])[CH:3]=3)=[CH:12][CH:11]=2)[CH:21]=1, predict the reactants needed to synthesize it. The reactants are: [F:1][C:2]1[CH:3]=[C:4]([C:8]2[S:9][CH:10]=[CH:11][CH:12]=2)[CH:5]=[CH:6][CH:7]=1.[Br:13][C:14]1[CH:15]=[CH:16][C:17]([F:22])=[C:18]([CH:21]=1)[CH:19]=O. (3) Given the product [Br:1][C:2]1[CH:3]=[C:4]([CH2:23][CH3:24])[C:5]([C:6]([OH:7])=[O:26])=[C:19]([CH2:21][CH3:22])[CH:20]=1, predict the reactants needed to synthesize it. The reactants are: [Br:1][C:2]1[CH:20]=[C:19]([CH2:21][CH3:22])[C:5]([C:6](NC2C=CC=C3C=2N=CC=C3)=[O:7])=[C:4]([CH2:23][CH3:24])[CH:3]=1.S(=O)(=O)(O)[OH:26]. (4) Given the product [NH2:11][C@H:12]([C:18]([N:30]1[CH2:35][CH2:34][CH2:32][CH2:31]1)=[O:20])[CH2:13][CH2:14][C:15](=[O:17])[NH2:16], predict the reactants needed to synthesize it. The reactants are: C(OC([NH:11][C@H:12]([C:18]([OH:20])=O)[CH2:13][CH2:14][C:15](=[O:17])[NH2:16])=O)C1C=CC=CC=1.C(OC(Cl)=O)C(C)C.C[N:30]1[CH2:35][CH2:34]O[CH2:32][CH2:31]1.N1CCCC1.